From a dataset of Full USPTO retrosynthesis dataset with 1.9M reactions from patents (1976-2016). Predict the reactants needed to synthesize the given product. Given the product [C:22]([NH:21][C:17]1[C:16]([NH:15][C:4](=[O:6])[C:3]2[CH:7]=[CH:8][C:9]([S:11]([CH3:14])(=[O:13])=[O:12])=[CH:10][C:2]=2[Cl:1])=[N:20][O:19][N:18]=1)(=[O:24])[CH3:23], predict the reactants needed to synthesize it. The reactants are: [Cl:1][C:2]1[CH:10]=[C:9]([S:11]([CH3:14])(=[O:13])=[O:12])[CH:8]=[CH:7][C:3]=1[C:4]([OH:6])=O.[NH2:15][C:16]1[C:17]([NH:21][C:22](=[O:24])[CH3:23])=[N:18][O:19][N:20]=1.C(N(CC)CC)C.C(P1(=O)OP(=O)(CCC)OP(=O)(CCC)O1)CC.